From a dataset of Catalyst prediction with 721,799 reactions and 888 catalyst types from USPTO. Predict which catalyst facilitates the given reaction. (1) Reactant: [O:1]=[C:2]1[NH:7][CH:6]=[CH:5][N:4]([S:8]([C:11]2[CH:17]=[CH:16][C:14]([CH3:15])=[CH:13][CH:12]=2)(=[O:10])=[O:9])[C@@H:3]1[CH2:18][C:19]([OH:21])=O.[N:22]1([CH2:28][CH2:29][C:30]2[CH:31]=[C:32]3[C:37](=[CH:38][CH:39]=2)[C@H:36]([NH2:40])[CH2:35][CH2:34][CH2:33]3)[CH2:27][CH2:26][CH2:25][CH2:24][CH2:23]1.C1C=CC2N(O)N=NC=2C=1.CCN=C=NCCCN(C)C. Product: [O:1]=[C:2]1[NH:7][CH:6]=[CH:5][N:4]([S:8]([C:11]2[CH:17]=[CH:16][C:14]([CH3:15])=[CH:13][CH:12]=2)(=[O:9])=[O:10])[C@@H:3]1[CH2:18][C:19]([NH:40][C@H:36]1[C:37]2[C:32](=[CH:31][C:30]([CH2:29][CH2:28][N:22]3[CH2:27][CH2:26][CH2:25][CH2:24][CH2:23]3)=[CH:39][CH:38]=2)[CH2:33][CH2:34][CH2:35]1)=[O:21]. The catalyst class is: 3. (2) Reactant: [CH2:1]([C:5]1[N:6]=[C:7]([CH3:27])[NH:8][C:9](=[O:26])[C:10]=1[CH2:11][C:12]1[CH:17]=[CH:16][C:15]([C:18]2[C:19]([C:24]#[N:25])=[CH:20][CH:21]=[CH:22][CH:23]=2)=[CH:14][CH:13]=1)[CH2:2][CH2:3][CH3:4].[Cl:28][C:29]1[CH:30]=[C:31](B(O)O)[CH:32]=[CH:33][CH:34]=1.C(N(CC)CC)C.N1C=CC=CC=1. Product: [CH2:1]([C:5]1[N:6]=[C:7]([CH3:27])[N:8]([C:33]2[CH:32]=[CH:31][CH:30]=[C:29]([Cl:28])[CH:34]=2)[C:9](=[O:26])[C:10]=1[CH2:11][C:12]1[CH:17]=[CH:16][C:15]([C:18]2[C:19]([C:24]#[N:25])=[CH:20][CH:21]=[CH:22][CH:23]=2)=[CH:14][CH:13]=1)[CH2:2][CH2:3][CH3:4]. The catalyst class is: 297. (3) Reactant: [CH2:1]1[N:6]([CH2:7][CH2:8][OH:9])[CH2:5][CH2:4][N:3]([CH2:10][CH2:11][S:12]([OH:15])(=[O:14])=[O:13])[CH2:2]1.[Na].Cl.C(O)(=O)C. Product: [CH2:5]1[NH+:6]([CH2:7][CH2:8][OH:9])[CH2:1][CH2:2][N:3]([CH2:10][CH2:11][S:12]([O-:15])(=[O:14])=[O:13])[CH2:4]1. The catalyst class is: 6.